Dataset: Retrosynthesis with 50K atom-mapped reactions and 10 reaction types from USPTO. Task: Predict the reactants needed to synthesize the given product. (1) Given the product CCCCCCCCCCCCCCCCNc1ccc(C(=O)OCCC(=O)OCC)cc1, predict the reactants needed to synthesize it. The reactants are: CCCCCCCCCCCCCCCCNc1ccc(C(=O)OC=CC(=O)OCC)cc1. (2) The reactants are: CCOC(=O)c1cc2c(Cl)c(C(N)=O)cnn2c1.C[C@H]1CN(C(=O)OCc2ccccc2)C[C@H]1N. Given the product CCOC(=O)c1cc2c(N[C@@H]3CN(C(=O)OCc4ccccc4)C[C@@H]3C)c(C(N)=O)cnn2c1, predict the reactants needed to synthesize it. (3) The reactants are: C1CCNCC1.CS(=O)(=O)C(=C1CN([C@@H](c2ccc(Cl)cc2)c2ccc(CCl)cc2)C1)c1cc(F)cc(F)c1. Given the product CS(=O)(=O)C(=C1CN([C@@H](c2ccc(Cl)cc2)c2ccc(CN3CCCCC3)cc2)C1)c1cc(F)cc(F)c1, predict the reactants needed to synthesize it. (4) Given the product C[Si](C)(C)C#Cc1cccc(-c2ccccn2)c1, predict the reactants needed to synthesize it. The reactants are: C#C[Si](C)(C)C.Ic1cccc(-c2ccccn2)c1. (5) Given the product N#Cc1ccc(C(CCC=O)n2cncc2C(=O)N2CCN(c3cccc(Cl)c3)C(=O)C2)cc1, predict the reactants needed to synthesize it. The reactants are: N#Cc1ccc(C(CCCO)n2cncc2C(=O)N2CCN(c3cccc(Cl)c3)C(=O)C2)cc1. (6) Given the product C[C@H]1COCCN1c1cc(C(C)(C)S(=O)(=O)C2CC2)nc(-c2ccc(NC(=O)NC3CC3)cc2)n1, predict the reactants needed to synthesize it. The reactants are: C[C@H]1COCCN1c1cc(C(C)(C)S(=O)(=O)C2CC2)nc(Cl)n1.O=C(Nc1ccc(B(O)O)cc1)NC1CC1. (7) Given the product CNC(=O)c1c(C)n(C)c2cc(Oc3ccnc4cc(C(=O)N(C)C)sc34)ccc12, predict the reactants needed to synthesize it. The reactants are: CN(C)C(=O)c1cc2nccc(Cl)c2s1.CNC(=O)c1c(C)n(C)c2cc(O)ccc12. (8) Given the product COc1ccc(Nc2ccccc2CC(=O)O)cc1, predict the reactants needed to synthesize it. The reactants are: COc1ccc(N)cc1.O=C(O)Cc1ccccc1Br. (9) The reactants are: CNc1ccc(S(C)(=O)=O)cc1[N+](=O)[O-]. Given the product CNc1ccc(S(C)(=O)=O)cc1N, predict the reactants needed to synthesize it.